This data is from Full USPTO retrosynthesis dataset with 1.9M reactions from patents (1976-2016). The task is: Predict the reactants needed to synthesize the given product. Given the product [NH2:23][C:22]1[N:24]=[C:25]([S:26][CH3:28])[C:7]([C:8]#[N:9])=[C:5]([C:4]2[CH:3]=[C:2]([CH3:1])[CH:12]=[CH:11][CH:10]=2)[N:21]=1, predict the reactants needed to synthesize it. The reactants are: [CH3:1][C:2]1[CH:3]=[C:4]([CH:10]=[CH:11][CH:12]=1)[C:5]([CH2:7][C:8]#[N:9])=O.[H-].[Na+].CI.[N+]([O-])(O)=O.[NH2:21][C:22]([NH2:24])=[NH:23].[CH3:25][S:26]([CH3:28])=O.